Dataset: Catalyst prediction with 721,799 reactions and 888 catalyst types from USPTO. Task: Predict which catalyst facilitates the given reaction. (1) Reactant: [NH2:1][C:2]1[C:3](Br)=[CH:4][C:5]2[O:10][CH2:9][C:8](=[O:11])[N:7]([CH3:12])[C:6]=2[CH:13]=1.[CH2:15](B(CC)CC)[CH3:16].C(Cl)Cl.C([O-])([O-])=O.[Cs+].[Cs+]. Product: [NH2:1][C:2]1[C:3]([CH2:15][CH3:16])=[CH:4][C:5]2[O:10][CH2:9][C:8](=[O:11])[N:7]([CH3:12])[C:6]=2[CH:13]=1. The catalyst class is: 3. (2) The catalyst class is: 19. Product: [NH2:20][C@@H:16]1[CH2:15][C:14]2=[CH:31][N:11]([CH:12]=[N:13]2)[CH2:10][CH2:9][CH2:8][CH2:7][O:6][CH2:5][C@H:4]([CH:1]([CH3:2])[CH3:3])[NH:18][C:17]1=[O:19]. Reactant: [CH:1]([C@@H:4]1[NH:18][C:17](=[O:19])[C@H:16]([NH:20]C(=O)OCC2C=CC=CC=2)[CH2:15][C:14]2=[CH:31][N:11]([CH:12]=[N:13]2)[CH2:10][CH:9]=[CH:8][CH2:7][O:6][CH2:5]1)([CH3:3])[CH3:2]. (3) Reactant: COCN[C:5](=[O:29])[C:6]1[CH:11]=[CH:10][C:9]([O:12][CH3:13])=[C:8]([N:14]([C:22]([O:24][C:25]([CH3:28])([CH3:27])[CH3:26])=[O:23])[C:15]([O:17][C:18]([CH3:21])([CH3:20])[CH3:19])=[O:16])[N:7]=1.[CH2:30]([Mg]Br)[CH3:31].C1COCC1.[Cl-].[NH4+]. Product: [C:25]([O:24][C:22]([N:14]([C:15]([O:17][C:18]([CH3:20])([CH3:19])[CH3:21])=[O:16])[C:8]1[C:9]([O:12][CH3:13])=[CH:10][CH:11]=[C:6]([C:5](=[O:29])[CH2:30][CH3:31])[N:7]=1)=[O:23])([CH3:26])([CH3:27])[CH3:28]. The catalyst class is: 1. (4) Reactant: [N:1]1[C:10]2[C:5](=[CH:6][C:7]([C:11]([OH:13])=[O:12])=[CH:8][CH:9]=2)[CH:4]=[CH:3][CH:2]=1.C([O-])=O.[NH4+]. Product: [NH:1]1[C:10]2[C:5](=[CH:6][C:7]([C:11]([OH:13])=[O:12])=[CH:8][CH:9]=2)[CH2:4][CH2:3][CH2:2]1. The catalyst class is: 19. (5) Reactant: [CH2:1]([O:3][C:4](=[O:45])[CH2:5][C:6]1([C:9]2[CH:14]=[CH:13][C:12]([C:15]3[CH:20]=[CH:19][C:18]([C:21]4[O:25][N:24]=[C:23]([CH3:26])[C:22]=4[CH:27]([OH:44])[CH2:28]/[CH:29]=[CH:30]/[C:31]4[CH:36]=[CH:35][C:34]([CH2:37][C:38]5[CH:43]=[CH:42][CH:41]=[CH:40][CH:39]=5)=[CH:33][CH:32]=4)=[CH:17][CH:16]=3)=[CH:11][CH:10]=2)[CH2:8][CH2:7]1)[CH3:2]. Product: [CH2:1]([O:3][C:4](=[O:45])[CH2:5][C:6]1([C:9]2[CH:10]=[CH:11][C:12]([C:15]3[CH:20]=[CH:19][C:18]([C:21]4[O:25][N:24]=[C:23]([CH3:26])[C:22]=4[CH:27]([OH:44])[CH2:28][CH2:29][CH2:30][C:31]4[CH:36]=[CH:35][C:34]([CH2:37][C:38]5[CH:39]=[CH:40][CH:41]=[CH:42][CH:43]=5)=[CH:33][CH:32]=4)=[CH:17][CH:16]=3)=[CH:13][CH:14]=2)[CH2:8][CH2:7]1)[CH3:2]. The catalyst class is: 50.